This data is from Full USPTO retrosynthesis dataset with 1.9M reactions from patents (1976-2016). The task is: Predict the reactants needed to synthesize the given product. Given the product [F:1][C:2]1[CH:3]=[C:4]([CH:5]=[CH:6][C:7]=1[N+:8]([O-:10])=[O:9])[O:11][CH:28]1[CH2:33][CH2:32][N:31]([C:34]([O:36][C:37]([CH3:40])([CH3:39])[CH3:38])=[O:35])[CH2:30][CH2:29]1, predict the reactants needed to synthesize it. The reactants are: [F:1][C:2]1[CH:3]=[C:4]([OH:11])[CH:5]=[CH:6][C:7]=1[N+:8]([O-:10])=[O:9].C(=O)([O-])[O-].[K+].[K+].C1(C)C=CC(S(O[CH:28]2[CH2:33][CH2:32][N:31]([C:34]([O:36][C:37]([CH3:40])([CH3:39])[CH3:38])=[O:35])[CH2:30][CH2:29]2)(=O)=O)=CC=1.